Task: Regression/Classification. Given a drug SMILES string, predict its absorption, distribution, metabolism, or excretion properties. Task type varies by dataset: regression for continuous measurements (e.g., permeability, clearance, half-life) or binary classification for categorical outcomes (e.g., BBB penetration, CYP inhibition). Dataset: bbb_martins.. Dataset: Blood-brain barrier penetration binary classification data from Martins et al. (1) The molecule is NC(=O)c1ccccc1O. The result is 1 (penetrates BBB). (2) The compound is Cc1c(O)cccc1C(=O)N[C@@H](CSc1ccccc1)[C@H](O)CN1C[C@H]2CCCC[C@H]2C[C@H]1C(=O)NC(C)(C)C. The result is 0 (does not penetrate BBB). (3) The compound is CN(C)[C@@H]1C(=O)/C(=C(\N)O)C(=O)[C@@]2(O)C(=O)C3=C(O)c4c(O)cccc4[C@@](C)(O)[C@H]3[C@H](O)[C@@H]12.O.O. The result is 0 (does not penetrate BBB).